From a dataset of Reaction yield outcomes from USPTO patents with 853,638 reactions. Predict the reaction yield, written as a fraction of the theoretical maximum amount of product (1.0 means a 100% yield; for example, 0.34 means a 34% yield). (1) The product is [Cl:1][C:2]1[N:3]=[C:4]([NH:25][CH2:23][CH3:24])[C:5]2[CH2:10][CH2:9][CH:8]([C:11]3[CH:16]=[CH:15][C:14]([O:17][C:18]([F:21])([F:20])[F:19])=[CH:13][CH:12]=3)[C:6]=2[N:7]=1. The catalyst is CO. The reactants are [Cl:1][C:2]1[N:3]=[C:4](Cl)[C:5]2[CH2:10][CH2:9][CH:8]([C:11]3[CH:16]=[CH:15][C:14]([O:17][C:18]([F:21])([F:20])[F:19])=[CH:13][CH:12]=3)[C:6]=2[N:7]=1.[CH2:23]([NH2:25])[CH3:24]. The yield is 0.930. (2) The reactants are [CH2:1]([CH:3]([C:6]1[C:10]([CH2:11][CH2:12][C:13]([O:15][CH2:16][CH3:17])=[O:14])=[CH:9][NH:8][N:7]=1)[CH2:4][CH3:5])[CH3:2].Br[C:19]1[CH:24]=[CH:23][C:22]([Br:25])=[CH:21][N:20]=1.[H-].[Na+].Cl. The yield is 0.710. The catalyst is CN(C)C=O. The product is [Br:25][C:22]1[CH:23]=[CH:24][C:19]([N:8]2[CH:9]=[C:10]([CH2:11][CH2:12][C:13]([O:15][CH2:16][CH3:17])=[O:14])[C:6]([CH:3]([CH2:4][CH3:5])[CH2:1][CH3:2])=[N:7]2)=[N:20][CH:21]=1. (3) The reactants are [ClH:1].[CH2:2]([O:4][C:5](=[O:26])[C:6]([C@@H:16]1[C:24]2[C:19](=[CH:20][CH:21]=[CH:22][CH:23]=2)[CH2:18][C@H:17]1[NH2:25])([CH2:12][CH2:13][O:14][CH3:15])[C:7]([O:9][CH2:10][CH3:11])=[O:8])[CH3:3].CC[N:29]([CH:33]([CH3:35])[CH3:34])[CH:30]([CH3:32])[CH3:31].C1C=CC2N([OH:45])N=NC=2C=1.CCN=C=N[CH2:51][CH2:52][CH2:53]N(C)C. The catalyst is C(Cl)Cl. The product is [CH2:10]([O:9][C:7](=[O:8])[C:6]([C@@H:16]1[C:24]2[C:19](=[CH:20][CH:21]=[CH:22][CH:23]=2)[CH2:18][C@H:17]1[NH:25][C:35]([C:33]1[NH:29][C:30]2[C:31]([CH:34]=1)=[CH:53][C:52]([Cl:1])=[CH:51][CH:32]=2)=[O:45])([CH2:12][CH2:13][O:14][CH3:15])[C:5]([O:4][CH2:2][CH3:3])=[O:26])[CH3:11]. The yield is 0.750. (4) The reactants are [ClH:1].[CH:2]1([NH:8][NH2:9])[CH2:7][CH2:6][CH2:5][CH2:4][CH2:3]1.[CH3:10][C:11]([CH3:18])([CH3:17])[C:12](=O)[CH2:13][C:14]#[N:15]. The catalyst is C(O)C. The product is [ClH:1].[C:11]([C:12]1[CH:13]=[C:14]([NH2:15])[N:8]([CH:2]2[CH2:7][CH2:6][CH2:5][CH2:4][CH2:3]2)[N:9]=1)([CH3:18])([CH3:17])[CH3:10]. The yield is 0.390. (5) The reactants are [C:1]1([C:7]2[CH:38]=[CH:37][C:10]([CH2:11][N:12]([C:22](=[O:36])[CH:23]=[CH:24][C:25]3[CH:30]=[CH:29][CH:28]=[C:27]([O:31][C:32]([F:35])([F:34])[F:33])[CH:26]=3)[C:13]3[CH:21]=[CH:20][C:16]([C:17](O)=[O:18])=[CH:15][CH:14]=3)=[CH:9][CH:8]=2)[CH2:6][CH2:5][CH2:4][CH2:3][CH:2]=1.O.ON1C2C=CC=CC=2N=N1.CCN=C=NCCCN(C)C.Cl.[NH2:62][CH2:63][CH2:64][C:65]([O:67][CH3:68])=[O:66].CCN(C(C)C)C(C)C. The catalyst is CN(C=O)C.C(Cl)Cl. The product is [CH3:68][O:67][C:65](=[O:66])[CH2:64][CH2:63][NH:62][C:17](=[O:18])[C:16]1[CH:20]=[CH:21][C:13]([N:12]([CH2:11][C:10]2[CH:9]=[CH:8][C:7]([C:1]3[CH2:6][CH2:5][CH2:4][CH2:3][CH:2]=3)=[CH:38][CH:37]=2)[C:22](=[O:36])[CH:23]=[CH:24][C:25]2[CH:30]=[CH:29][CH:28]=[C:27]([O:31][C:32]([F:34])([F:35])[F:33])[CH:26]=2)=[CH:14][CH:15]=1. The yield is 1.00. (6) The reactants are [CH2:1]([O:3][CH:4]([O:7][CH2:8][CH3:9])[CH2:5][NH2:6])[CH3:2].[N:10]1[C:19]2[C:14](=[CH:15][CH:16]=[CH:17][CH:18]=2)[C:13]([CH:20]=O)=[CH:12][CH:11]=1. No catalyst specified. The product is [CH2:1]([O:3][CH:4]([O:7][CH2:8][CH3:9])[CH2:5][NH:6][CH2:20][C:13]1[C:14]2[C:19](=[CH:18][CH:17]=[CH:16][CH:15]=2)[N:10]=[CH:11][CH:12]=1)[CH3:2]. The yield is 0.880. (7) The reactants are [Si:1]([O:8][C@H:9]([C@@:11]1([NH:31][C:32]([N:34]([CH3:36])[CH3:35])=[O:33])[C:16](=[O:17])[C@@:15]2([CH2:18][OH:19])[C@H:13]([O:14]2)[C@@H:12]1[NH:20][C:21](=[O:30])[O:22][CH2:23][C:24]1[CH:29]=[CH:28][CH:27]=[CH:26][CH:25]=1)[CH3:10])([C:4]([CH3:7])([CH3:6])[CH3:5])([CH3:3])[CH3:2].CCN(CC)CC.[CH3:44][C:45]([Si:48](Cl)([C:55]1[CH:60]=[CH:59][CH:58]=[CH:57][CH:56]=1)[C:49]1[CH:54]=[CH:53][CH:52]=[CH:51][CH:50]=1)([CH3:47])[CH3:46].[NH4+].[Cl-]. The catalyst is CN(C1C=CN=CC=1)C.C(Cl)Cl. The product is [Si:1]([O:8][C@H:9]([C@@:11]1([NH:31][C:32]([N:34]([CH3:36])[CH3:35])=[O:33])[C:16](=[O:17])[C@@:15]2([CH2:18][O:19][Si:48]([C:45]([CH3:47])([CH3:46])[CH3:44])([C:55]3[CH:56]=[CH:57][CH:58]=[CH:59][CH:60]=3)[C:49]3[CH:54]=[CH:53][CH:52]=[CH:51][CH:50]=3)[C@H:13]([O:14]2)[C@@H:12]1[NH:20][C:21](=[O:30])[O:22][CH2:23][C:24]1[CH:29]=[CH:28][CH:27]=[CH:26][CH:25]=1)[CH3:10])([C:4]([CH3:6])([CH3:5])[CH3:7])([CH3:3])[CH3:2]. The yield is 0.760. (8) The reactants are [Cl:1][C:2]1[C:9]([Cl:10])=[CH:8][C:5]([CH:6]=[O:7])=[C:4]([O:11][C:12]2[CH:17]=[CH:16][C:15]([F:18])=[CH:14][C:13]=2[O:19][CH3:20])[CH:3]=1.P([O-])(O)(O)=[O:22].[Na+].CC(=CC)C.Cl([O-])=O.[Na+].Cl.S([O-])([O-])=O.[Na+].[Na+]. The catalyst is CC(O)(C)C.O.C(#N)C.C(OCC)(=O)C. The product is [Cl:1][C:2]1[C:9]([Cl:10])=[CH:8][C:5]([C:6]([OH:22])=[O:7])=[C:4]([O:11][C:12]2[CH:17]=[CH:16][C:15]([F:18])=[CH:14][C:13]=2[O:19][CH3:20])[CH:3]=1. The yield is 0.850. (9) The reactants are [Br:1][C:2]1[CH:10]=[CH:9][CH:8]=[C:7]2[C:3]=1[CH:4]=[N:5][NH:6]2.Br[CH2:12][C:13]1[CH:18]=[CH:17][CH:16]=[C:15]([O:19][CH3:20])[N:14]=1. No catalyst specified. The product is [Br:1][C:2]1[C:3]2[C:7]([CH:8]=[CH:9][CH:10]=1)=[N:6][N:5]([CH2:12][C:13]1[CH:18]=[CH:17][CH:16]=[C:15]([O:19][CH3:20])[N:14]=1)[CH:4]=2. The yield is 0.250.